Dataset: Forward reaction prediction with 1.9M reactions from USPTO patents (1976-2016). Task: Predict the product of the given reaction. (1) Given the reactants [CH3:1][C:2]1[N:3]=[C:4]([N:10]2[C:14](=[O:15])[N:13]([CH2:16][C:17]3[CH:22]=[CH:21][C:20]([C:23]([F:26])([F:25])[F:24])=CC=3)[N:12]=[CH:11]2)[S:5][C:6]=1[C:7]([OH:9])=O.S1C(C(O)=[O:33])=CN=C1.[N:35]1[CH:40]=[CH:39][CH:38]=[C:37]([CH2:41][NH2:42])[CH:36]=1, predict the reaction product. The product is: [CH3:1][C:2]1[N:3]=[C:4]([N:10]2[C:14](=[O:15])[N:13]([CH2:16][C:17]3[O:33][C:20]([C:23]([F:26])([F:25])[F:24])=[CH:21][CH:22]=3)[N:12]=[CH:11]2)[S:5][C:6]=1[C:7]([NH:42][CH2:41][C:37]1[CH:36]=[N:35][CH:40]=[CH:39][CH:38]=1)=[O:9]. (2) Given the reactants C[O:2][C:3](=[O:24])[C:4]1[CH:12]=[CH:11][C:7]([C:8]([NH2:10])=[O:9])=[C:6]([O:13][CH2:14][CH2:15][C:16]2[CH:21]=[CH:20][C:19]([Cl:22])=[CH:18][C:17]=2[Cl:23])[CH:5]=1.O.[OH-].[Li+].Cl, predict the reaction product. The product is: [Cl:23][C:17]1[CH:18]=[C:19]([Cl:22])[CH:20]=[CH:21][C:16]=1[CH2:15][CH2:14][O:13][C:6]1[CH:5]=[C:4]([CH:12]=[CH:11][C:7]=1[C:8]([NH2:10])=[O:9])[C:3]([OH:24])=[O:2]. (3) Given the reactants [F:1][C:2]1[CH:7]=[CH:6][C:5]([CH2:8][NH:9][CH2:10][CH2:11][CH2:12][C:13]([OH:15])=O)=[CH:4][CH:3]=1.[CH3:16][NH:17][CH2:18][C:19]1[CH:24]=[CH:23][CH:22]=[CH:21][C:20]=1[C:25]([F:28])([F:27])[F:26], predict the reaction product. The product is: [F:1][C:2]1[CH:3]=[CH:4][C:5]([CH2:8][NH:9][CH2:10][CH2:11][CH2:12][C:13]([N:17]([CH3:16])[CH2:18][C:19]2[CH:24]=[CH:23][CH:22]=[CH:21][C:20]=2[C:25]([F:26])([F:27])[F:28])=[O:15])=[CH:6][CH:7]=1. (4) Given the reactants Br[C:2]1[CH:3]=[C:4]([C:7]2[N:12]([CH2:13][C:14]3[CH:19]=[CH:18][C:17]([F:20])=[CH:16][C:15]=3[F:21])[C:11](=[O:22])[C:10]([C:23]#[N:24])=[C:9]([C:25]([F:28])([F:27])[F:26])[CH:8]=2)[O:5][CH:6]=1.[CH2:29]([O:31][C:32]1[C:37]([C:38]([F:41])([F:40])[F:39])=[CH:36][C:35](B2OC(C)(C)C(C)(C)O2)=[CH:34][N:33]=1)[CH3:30].C(OC1C(C(F)(F)F)=CC(B(O)O)=CN=1)C.C(=O)([O-])[O-].[K+].[K+], predict the reaction product. The product is: [F:21][C:15]1[CH:16]=[C:17]([F:20])[CH:18]=[CH:19][C:14]=1[CH2:13][N:12]1[C:7]([C:4]2[O:5][CH:6]=[C:2]([C:35]3[CH:34]=[N:33][C:32]([O:31][CH2:29][CH3:30])=[C:37]([C:38]([F:41])([F:40])[F:39])[CH:36]=3)[CH:3]=2)=[CH:8][C:9]([C:25]([F:28])([F:27])[F:26])=[C:10]([C:23]#[N:24])[C:11]1=[O:22]. (5) Given the reactants [C:1]1([P:7]([C:14]2[CH:19]=[CH:18][CH:17]=[CH:16][CH:15]=2)[C:8]2[CH:13]=[CH:12][CH:11]=[CH:10][CH:9]=2)[CH:6]=[CH:5][CH:4]=[CH:3][CH:2]=1.[Br:20][C:21]1[CH:26]=[CH:25][CH:24]=[C:23]([CH2:27]Br)[CH:22]=1, predict the reaction product. The product is: [Br-:20].[Br:20][C:21]1[CH:22]=[C:23]([CH2:27][P+:7]([C:1]2[CH:2]=[CH:3][CH:4]=[CH:5][CH:6]=2)([C:8]2[CH:13]=[CH:12][CH:11]=[CH:10][CH:9]=2)[C:14]2[CH:15]=[CH:16][CH:17]=[CH:18][CH:19]=2)[CH:24]=[CH:25][CH:26]=1.